This data is from Reaction yield outcomes from USPTO patents with 853,638 reactions. The task is: Predict the reaction yield, written as a fraction of the theoretical maximum amount of product (1.0 means a 100% yield; for example, 0.34 means a 34% yield). (1) The reactants are [H-].[H-].[H-].[H-].[Li+].[Al+3].[CH3:7][C:8]([CH3:18])([CH2:14][CH2:15][CH:16]=[CH2:17])[C:9](OCC)=[O:10]. The catalyst is CCOCC. The product is [CH3:7][C:8]([CH3:18])([CH2:14][CH2:15][CH:16]=[CH2:17])[CH2:9][OH:10]. The yield is 0.871. (2) The reactants are [OH:1][C:2]1[CH:3]=[CH:4][C:5]([I:8])=[N:6][CH:7]=1.[CH:9]([Si:12](Cl)([CH:16]([CH3:18])[CH3:17])[CH:13]([CH3:15])[CH3:14])([CH3:11])[CH3:10].N1C=CN=C1. The catalyst is C(#N)C. The product is [I:8][C:5]1[CH:4]=[CH:3][C:2]([O:1][Si:12]([CH:16]([CH3:18])[CH3:17])([CH:13]([CH3:15])[CH3:14])[CH:9]([CH3:11])[CH3:10])=[CH:7][N:6]=1. The yield is 0.980.